Task: Predict the reactants needed to synthesize the given product.. Dataset: Full USPTO retrosynthesis dataset with 1.9M reactions from patents (1976-2016) (1) Given the product [Br:1][C:2]1[C:10]2[CH:9]=[N:8][C:7]([NH:38][CH2:34][CH2:35][CH2:36][CH3:37])=[N:6][C:5]=2[N:4]([CH2:13][C@H:14]2[CH2:19][CH2:18][C@H:17]([NH:20][C:21](=[O:27])[O:22][C:23]([CH3:26])([CH3:25])[CH3:24])[CH2:16][CH2:15]2)[CH:3]=1, predict the reactants needed to synthesize it. The reactants are: [Br:1][C:2]1[C:10]2[CH:9]=[N:8][C:7](Cl)=[N:6][C:5]=2[NH:4][CH:3]=1.I[CH2:13][C@H:14]1[CH2:19][CH2:18][C@H:17]([NH:20][C:21](=[O:27])[O:22][C:23]([CH3:26])([CH3:25])[CH3:24])[CH2:16][CH2:15]1.C([O-])([O-])=O.[K+].[K+].[CH2:34]([NH2:38])[CH2:35][CH2:36][CH3:37]. (2) Given the product [O:14]=[CH:15][C@@H:16]([C@H:18]([C@@H:20]([C@@H:22]([CH2:24][OH:25])[OH:23])[OH:21])[OH:19])[OH:17], predict the reactants needed to synthesize it. The reactants are: C1N(CCS(O)(=O)=O)CCOC1.[Na].[OH:14][C@@H:15]1[O:23][C@H:22]([CH2:24][OH:25])[C@@H:20]([OH:21])[C@H:18]([OH:19])[C@H:16]1[OH:17].